The task is: Predict the reactants needed to synthesize the given product.. This data is from Full USPTO retrosynthesis dataset with 1.9M reactions from patents (1976-2016). Given the product [NH2:1][C:2]1[CH:3]=[C:4]([CH:8]=[C:9]([C:20]2[CH2:25][CH2:24][O:23][CH2:22][CH:21]=2)[CH:10]=1)[C:5]([OH:7])=[O:6], predict the reactants needed to synthesize it. The reactants are: [NH2:1][C:2]1[CH:3]=[C:4]([CH:8]=[C:9](Br)[CH:10]=1)[C:5]([OH:7])=[O:6].CC1(C)C(C)(C)OB([C:20]2[CH2:21][CH2:22][O:23][CH2:24][CH:25]=2)O1.C(=O)([O-])[O-].[K+].[K+].O.